Dataset: Reaction yield outcomes from USPTO patents with 853,638 reactions. Task: Predict the reaction yield, written as a fraction of the theoretical maximum amount of product (1.0 means a 100% yield; for example, 0.34 means a 34% yield). (1) The reactants are [C:1]([N:4]1[C:13]2[C:8](=[CH:9][C:10](B3OC(C)(C)C(C)(C)O3)=[CH:11][CH:12]=2)[C@H:7]([NH:23][C:24](=[O:29])[O:25][CH:26]([CH3:28])[CH3:27])[CH2:6][C@@H:5]1[CH3:30])(=[O:3])[CH3:2].Br[C:32]1[CH:37]=[CH:36][C:35]([CH2:38][CH2:39][OH:40])=[CH:34][CH:33]=1.C(=O)([O-])[O-].[K+].[K+]. The catalyst is C1C=CC([P]([Pd]([P](C2C=CC=CC=2)(C2C=CC=CC=2)C2C=CC=CC=2)([P](C2C=CC=CC=2)(C2C=CC=CC=2)C2C=CC=CC=2)[P](C2C=CC=CC=2)(C2C=CC=CC=2)C2C=CC=CC=2)(C2C=CC=CC=2)C2C=CC=CC=2)=CC=1. The product is [C:1]([N:4]1[C:13]2[C:8](=[CH:9][C:10]([C:32]3[CH:37]=[CH:36][C:35]([CH2:38][CH2:39][OH:40])=[CH:34][CH:33]=3)=[CH:11][CH:12]=2)[C@H:7]([NH:23][C:24](=[O:29])[O:25][CH:26]([CH3:28])[CH3:27])[CH2:6][C@@H:5]1[CH3:30])(=[O:3])[CH3:2]. The yield is 0.310. (2) The reactants are [Cl:1][C:2]1[C:3]([C:10]#[N:11])=[N:4][CH:5]=[C:6]([CH2:8][OH:9])[CH:7]=1.CO. The catalyst is C(Cl)Cl. The product is [Cl:1][C:2]1[C:3]([C:10]#[N:11])=[N:4][CH:5]=[C:6]([CH:8]=[O:9])[CH:7]=1. The yield is 0.590.